Dataset: Full USPTO retrosynthesis dataset with 1.9M reactions from patents (1976-2016). Task: Predict the reactants needed to synthesize the given product. (1) The reactants are: [Br:1][C:2]1[C:11]2[C:10](=O)[CH2:9][CH2:8][CH2:7][C:6]=2[CH:5]=[CH:4][C:3]=1[NH:13][S:14]([C:17]1[CH:22]=[CH:21][C:20]([F:23])=[CH:19][CH:18]=1)(=[O:16])=[O:15].[BH4-].[Na+]. Given the product [Br:1][C:2]1[C:11]2[CH:10]=[CH:9][CH2:8][CH2:7][C:6]=2[CH:5]=[CH:4][C:3]=1[NH:13][S:14]([C:17]1[CH:18]=[CH:19][C:20]([F:23])=[CH:21][CH:22]=1)(=[O:16])=[O:15], predict the reactants needed to synthesize it. (2) Given the product [OH:1][CH2:2][CH2:3][CH2:4][CH2:5][CH2:6][N:7]1[CH2:8][CH2:9][N:10]([C:13]2[N:18]=[C:17]([C:19]3[CH:28]=[C:27]4[C:22]([C:23]([CH3:31])([CH3:30])[CH2:24][CH2:25][C:26]4([CH3:35])[OH:29])=[CH:21][CH:20]=3)[CH:16]=[CH:15][CH:14]=2)[CH2:11][CH2:12]1, predict the reactants needed to synthesize it. The reactants are: [OH:1][CH2:2][CH2:3][CH2:4][CH2:5][CH2:6][N:7]1[CH2:12][CH2:11][N:10]([C:13]2[N:18]=[C:17]([C:19]3[CH:28]=[C:27]4[C:22]([C:23]([CH3:31])([CH3:30])[CH2:24][CH2:25][C:26]4=[O:29])=[CH:21][CH:20]=3)[CH:16]=[CH:15][CH:14]=2)[CH2:9][CH2:8]1.C[Li].O.[C:35](=O)([O-])O.[Na+].